From a dataset of Reaction yield outcomes from USPTO patents with 853,638 reactions. Predict the reaction yield, written as a fraction of the theoretical maximum amount of product (1.0 means a 100% yield; for example, 0.34 means a 34% yield). (1) The reactants are [F:1][C:2]1[C:10]2[CH2:9][CH2:8][CH2:7][CH2:6][C:5]=2[N:4]2[CH2:11][CH2:12][N:13]([C:16]3[N:23]=[CH:22][CH:21]=[C:20]([C:24]4[CH:29]=[C:28]([NH:30][C:31]5[S:32][C:33]6[CH2:34][N:35]([CH3:40])[CH2:36][CH2:37][C:38]=6[N:39]=5)[C:27](=[O:41])[N:26]([CH3:42])[CH:25]=4)[C:17]=3[CH:18]=[O:19])[C:14](=[O:15])[C:3]=12.[BH4-].[Na+]. The catalyst is CO. The product is [F:1][C:2]1[C:10]2[CH2:9][CH2:8][CH2:7][CH2:6][C:5]=2[N:4]2[CH2:11][CH2:12][N:13]([C:16]3[C:17]([CH2:18][OH:19])=[C:20]([C:24]4[CH:29]=[C:28]([NH:30][C:31]5[S:32][C:33]6[CH2:34][N:35]([CH3:40])[CH2:36][CH2:37][C:38]=6[N:39]=5)[C:27](=[O:41])[N:26]([CH3:42])[CH:25]=4)[CH:21]=[CH:22][N:23]=3)[C:14](=[O:15])[C:3]=12. The yield is 0.350. (2) The reactants are [N+:1]([C:4]1[CH:9]=[CH:8][CH:7]=[C:6]([N+:10]([O-])=O)[C:5]=1[NH:13][CH2:14][CH2:15][CH2:16][C:17]([O:19][CH2:20][CH3:21])=[O:18])([O-])=O. The catalyst is O1CCCC1.[Pd]. The product is [NH2:1][C:4]1[CH:9]=[CH:8][CH:7]=[C:6]([NH2:10])[C:5]=1[NH:13][CH2:14][CH2:15][CH2:16][C:17]([O:19][CH2:20][CH3:21])=[O:18]. The yield is 1.00.